This data is from Reaction yield outcomes from USPTO patents with 853,638 reactions. The task is: Predict the reaction yield, written as a fraction of the theoretical maximum amount of product (1.0 means a 100% yield; for example, 0.34 means a 34% yield). The reactants are [Cl:1][C:2]1[S:6][C:5]([S:7]([NH:10][C:11]2[CH:19]=[CH:18][C:14]([C:15]([OH:17])=[O:16])=[C:13]([OH:20])[CH:12]=2)(=[O:9])=[O:8])=[CH:4][C:3]=1[C:21]1[CH:26]=[CH:25][CH:24]=[C:23]([F:27])[CH:22]=1.[O:28]([CH2:35][CH2:36]O)[C:29]1[CH:34]=[CH:33][CH:32]=[CH:31][CH:30]=1. No catalyst specified. The product is [Cl:1][C:2]1[S:6][C:5]([S:7]([NH:10][C:11]2[CH:19]=[CH:18][C:14]([C:15]([O:17][CH2:36][CH2:35][O:28][C:29]3[CH:34]=[CH:33][CH:32]=[CH:31][CH:30]=3)=[O:16])=[C:13]([OH:20])[CH:12]=2)(=[O:8])=[O:9])=[CH:4][C:3]=1[C:21]1[CH:26]=[CH:25][CH:24]=[C:23]([F:27])[CH:22]=1. The yield is 0.670.